This data is from Reaction yield outcomes from USPTO patents with 853,638 reactions. The task is: Predict the reaction yield, written as a fraction of the theoretical maximum amount of product (1.0 means a 100% yield; for example, 0.34 means a 34% yield). (1) The reactants are [C:1]([OH:5])(=[O:4])[CH:2]=[CH2:3].[NH2:6][C:7]1[CH:12]=[CH:11][C:10](Br)=[CH:9][N:8]=1.C([O-])([O-])=O.[Na+].[Na+]. The catalyst is O.Cl[Pd]Cl. The product is [NH2:6][C:7]1[N:8]=[CH:9][C:10](/[CH:3]=[CH:2]/[C:1]([OH:5])=[O:4])=[CH:11][CH:12]=1. The yield is 0.620. (2) The reactants are [F:1][C:2]1[CH:3]=[C:4]([CH:16]=[CH:17][CH:18]=1)[CH2:5][C:6]1[O:10][C:9]([CH:11]2OCC[O:12]2)=[CH:8][CH:7]=1.O1CCOC1C1OC=CC=1.C(O)(=O)C(O)=O.O. The catalyst is CO. The product is [F:1][C:2]1[CH:3]=[C:4]([CH:16]=[CH:17][CH:18]=1)[CH2:5][C:6]1[O:10][C:9]([CH:11]=[O:12])=[CH:8][CH:7]=1. The yield is 0.340. (3) The reactants are [Br:1][C:2]1[CH:3]=[CH:4][C:5]([C:8]([OH:10])=O)=[N:6][CH:7]=1.Cl.[CH3:12][NH:13][CH3:14].CCN=C=NCCCN(C)C.C1C=CC2N(O)N=NC=2C=1.C(N(CC)CC)C. The catalyst is CN(C=O)C. The product is [Br:1][C:2]1[CH:3]=[CH:4][C:5]([C:8]([N:13]([CH3:14])[CH3:12])=[O:10])=[N:6][CH:7]=1. The yield is 0.840.